This data is from Forward reaction prediction with 1.9M reactions from USPTO patents (1976-2016). The task is: Predict the product of the given reaction. The product is: [OH:17][CH:8]([C:9]1([CH3:16])[C:10](=[O:15])[NH:11][C:12](=[O:14])[NH:13]1)[C:5]1[CH:4]=[CH:3][C:2]([NH:1][C:18](=[O:25])[C:19]2[CH:24]=[CH:23][CH:22]=[CH:21][CH:20]=2)=[CH:7][CH:6]=1. Given the reactants [NH2:1][C:2]1[CH:7]=[CH:6][C:5]([CH:8]([OH:17])[C:9]2([CH3:16])[NH:13][C:12](=[O:14])[NH:11][C:10]2=[O:15])=[CH:4][CH:3]=1.[C:18](O)(=[O:25])[C:19]1[CH:24]=[CH:23][CH:22]=[CH:21][CH:20]=1, predict the reaction product.